Dataset: Forward reaction prediction with 1.9M reactions from USPTO patents (1976-2016). Task: Predict the product of the given reaction. (1) Given the reactants [Cl:1][C:2]1[CH:14]=[CH:13][C:5]2[S:6][C:7]([S:9]([NH2:12])(=[O:11])=[O:10])=[CH:8][C:4]=2[CH:3]=1.C(N(CC)CC)C.[C:22]1([O:28]C(Cl)=O)C=CC=CC=1.[NH2:32][C:33]1[N:38]=[C:37]([NH:39][C:40]([NH:42][CH3:43])=[O:41])[CH:36]=[C:35]([O:44][CH3:45])[CH:34]=1, predict the reaction product. The product is: [Cl:1][C:2]1[CH:14]=[CH:13][C:5]2[S:6][C:7]([S:9]([NH:12][C:22](=[O:28])[NH:32][C:33]3[CH:34]=[C:35]([O:44][CH3:45])[CH:36]=[C:37]([NH:39][C:40](=[O:41])[NH:42][CH3:43])[N:38]=3)(=[O:11])=[O:10])=[CH:8][C:4]=2[CH:3]=1. (2) Given the reactants [C:1]([N:9]=[C:10]=[S:11])(=[O:8])[C:2]1[CH:7]=[CH:6][CH:5]=[CH:4][CH:3]=1.[CH3:12][O:13][C:14]([C:16]1[S:17][CH:18]=[CH:19][C:20]=1[NH2:21])=[O:15], predict the reaction product. The product is: [CH3:12][O:13][C:14]([C:16]1[S:17][CH:18]=[CH:19][C:20]=1[NH:21][C:10]([NH:9][C:1]([C:2]1[CH:7]=[CH:6][CH:5]=[CH:4][CH:3]=1)=[O:8])=[S:11])=[O:15]. (3) Given the reactants [OH:1][NH:2][C:3](=[NH:14])[C:4]1[CH:9]=[CH:8][C:7]([S:10](=[O:13])(=[O:12])[NH2:11])=[CH:6][CH:5]=1.[CH3:15][C:16]1[CH:21]=[C:20]([C:22]2[CH:27]=[CH:26][C:25]([C:28]([F:31])([F:30])[F:29])=[CH:24][CH:23]=2)[N:19]=[C:18]([C:32](O)=O)[N:17]=1, predict the reaction product. The product is: [CH3:15][C:16]1[CH:21]=[C:20]([C:22]2[CH:23]=[CH:24][C:25]([C:28]([F:31])([F:29])[F:30])=[CH:26][CH:27]=2)[N:19]=[C:18]([C:32]2[O:1][N:2]=[C:3]([C:4]3[CH:9]=[CH:8][C:7]([S:10]([NH2:11])(=[O:12])=[O:13])=[CH:6][CH:5]=3)[N:14]=2)[N:17]=1. (4) Given the reactants Cl.C(OC(=O)[NH:8][C:9]1[C:14]([CH:15]=[O:16])=[CH:13][CH:12]=[C:11]([O:17][CH3:18])[N:10]=1)(C)(C)C, predict the reaction product. The product is: [NH2:8][C:9]1[C:14]([CH:15]=[O:16])=[CH:13][CH:12]=[C:11]([O:17][CH3:18])[N:10]=1. (5) Given the reactants [Cl:1][C:2]1[CH:7]=[CH:6][CH:5]=[C:4]([Cl:8])[C:3]=1[CH2:9][S:10]([C:13]1[CH:14]=[C:15]2[C:19](=[CH:20][CH:21]=1)[NH:18][C:17](=[O:22])[CH2:16]2)(=[O:12])=[O:11].[CH:23]([C:25]1[NH:29][C:28]([CH3:30])=[C:27]([CH2:31][N:32]2[CH2:37][CH2:36][N:35]([CH:38]=[O:39])[CH2:34][CH2:33]2)[C:26]=1[CH3:40])=O.N1CCCCC1, predict the reaction product. The product is: [Cl:8][C:4]1[CH:5]=[CH:6][CH:7]=[C:2]([Cl:1])[C:3]=1[CH2:9][S:10]([C:13]1[CH:14]=[C:15]2[C:19](=[CH:20][CH:21]=1)[NH:18][C:17](=[O:22])/[C:16]/2=[CH:23]\[C:25]1[NH:29][C:28]([CH3:30])=[C:27]([CH2:31][N:32]2[CH2:33][CH2:34][N:35]([CH:38]=[O:39])[CH2:36][CH2:37]2)[C:26]=1[CH3:40])(=[O:12])=[O:11]. (6) The product is: [CH:31]1([NH:34][C:37]([C:21]2[CH:20]=[CH:19][C:18]([C:16]3[C:15]([CH3:30])=[CH:14][CH:13]=[C:12]([C:10]([NH:1][CH2:5][CH2:6][CH3:7])=[O:11])[CH:17]=3)=[CH:23][CH:22]=2)=[O:38])[CH2:33][CH2:32]1. Given the reactants [N:1]1([C:10]([C:12]2[CH:13]=[CH:14][C:15]([CH3:30])=[C:16]([C:18]3[CH:23]=[CH:22][CH:21]=[C:20](C(NCCC)=O)[CH:19]=3)[CH:17]=2)=[O:11])[C:5]2[CH:6]=[CH:7]C=CC=2N=N1.[CH:31]1([NH2:34])[CH2:33][CH2:32]1.C1C[O:38][CH2:37]C1, predict the reaction product. (7) Given the reactants [C:1]([N:4]1[CH2:13][CH2:12][C:11]2[C:6](=[CH:7][CH:8]=[C:9]([S:14](Cl)(=[O:16])=[O:15])[CH:10]=2)[CH:5]1[C:18]1[CH:23]=[CH:22][C:21]([C:24]2[CH:29]=[CH:28][CH:27]=[C:26]([F:30])[CH:25]=2)=[CH:20][C:19]=1[O:31][CH3:32])(=[O:3])[CH3:2].[F:33][C:34]1[C:39]([F:40])=[C:38]([F:41])[C:37]([F:42])=[C:36]([F:43])[C:35]=1[OH:44].CCOC(C)=O, predict the reaction product. The product is: [C:1]([N:4]1[CH2:13][CH2:12][C:11]2[C:6](=[CH:7][CH:8]=[C:9]([S:14]([O:44][C:35]3[C:36]([F:43])=[C:37]([F:42])[C:38]([F:41])=[C:39]([F:40])[C:34]=3[F:33])(=[O:16])=[O:15])[CH:10]=2)[CH:5]1[C:18]1[CH:23]=[CH:22][C:21]([C:24]2[CH:29]=[CH:28][CH:27]=[C:26]([F:30])[CH:25]=2)=[CH:20][C:19]=1[O:31][CH3:32])(=[O:3])[CH3:2]. (8) Given the reactants C[Si](C)(C)[C:3]#[C:4][C:5]1[CH:12]=[CH:11][CH:10]=[CH:9][C:6]=1[CH:7]=[O:8].[F-].[K+].O, predict the reaction product. The product is: [C:4]([C:5]1[CH:12]=[CH:11][CH:10]=[CH:9][C:6]=1[CH:7]=[O:8])#[CH:3].